From a dataset of Reaction yield outcomes from USPTO patents with 853,638 reactions. Predict the reaction yield, written as a fraction of the theoretical maximum amount of product (1.0 means a 100% yield; for example, 0.34 means a 34% yield). (1) The reactants are [Cl-].O[NH3+:3].[C:4](=[O:7])([O-])[OH:5].[Na+].CS(C)=O.[CH3:13][N:14]([CH:49]1[CH2:54][CH2:53][O:52][CH2:51][CH2:50]1)[C@H:15]1[CH2:20][CH2:19][C@H:18]([N:21]2[C:26](=[O:27])[C:25]([CH2:28][C:29]3[CH:34]=[CH:33][C:32]([C:35]4[C:36]([C:41]#[N:42])=[CH:37][CH:38]=[CH:39][CH:40]=4)=[CH:31][CH:30]=3)=[C:24]([CH2:43][CH2:44][CH3:45])[N:23]3[N:46]=[CH:47][N:48]=[C:22]23)[CH2:17][CH2:16]1. The catalyst is O.C(OCC)(=O)C. The product is [CH3:13][N:14]([CH:49]1[CH2:50][CH2:51][O:52][CH2:53][CH2:54]1)[C@H:15]1[CH2:16][CH2:17][C@H:18]([N:21]2[C:26](=[O:27])[C:25]([CH2:28][C:29]3[CH:30]=[CH:31][C:32]([C:35]4[CH:40]=[CH:39][CH:38]=[CH:37][C:36]=4[C:41]4[NH:3][C:4](=[O:7])[O:5][N:42]=4)=[CH:33][CH:34]=3)=[C:24]([CH2:43][CH2:44][CH3:45])[N:23]3[N:46]=[CH:47][N:48]=[C:22]23)[CH2:19][CH2:20]1. The yield is 0.290. (2) The product is [Br:2][C:17]1[CH2:16][CH2:15][C:14]2[C:19](=[C:20]([F:21])[C:11]([F:10])=[CH:12][CH:13]=2)[C:18]=1[CH:7]=[O:8]. The reactants are P(Br)(Br)[Br:2].CN(C)[CH:7]=[O:8].[F:10][C:11]1[C:20]([F:21])=[C:19]2[C:14]([CH2:15][CH2:16][C:17](=O)[CH2:18]2)=[CH:13][CH:12]=1.C(=O)(O)[O-].[Na+]. The yield is 0.560. The catalyst is C(Cl)(Cl)Cl. (3) The reactants are [Cl-].[Mg+2].[Cl-].[C:4](OCC)(=O)CC(OCC)=O.C(N(CC)CC)C.[CH3:22][O:23][C:24]1[CH:32]=[CH:31][C:30]([N+:33]([O-:35])=[O:34])=[CH:29][C:25]=1[C:26](Cl)=[O:27].Cl. The catalyst is C1(C)C=CC=CC=1.C(OCC)(=O)C.CS(C)=O.O. The product is [CH3:22][O:23][C:24]1[CH:32]=[CH:31][C:30]([N+:33]([O-:35])=[O:34])=[CH:29][C:25]=1[C:26](=[O:27])[CH3:4]. The yield is 0.700. (4) The reactants are C([O:8][C:9]1[CH:18]=[C:17]2[C:12]([CH:13]=[CH:14][C:15]([C:19]([OH:24])([CH2:22][CH3:23])[CH2:20][CH3:21])=[CH:16]2)=[CH:11][CH:10]=1)C1C=CC=CC=1.[H][H]. The catalyst is CCO. The product is [CH2:20]([C:19]([C:15]1[CH:16]=[C:17]2[C:12]([CH:11]=[CH:10][C:9]([OH:8])=[CH:18]2)=[CH:13][CH:14]=1)([OH:24])[CH2:22][CH3:23])[CH3:21]. The yield is 0.940.